Dataset: Catalyst prediction with 721,799 reactions and 888 catalyst types from USPTO. Task: Predict which catalyst facilitates the given reaction. (1) Reactant: [Li+].CCC[CH2-].[C:6]([O:12][CH2:13][CH3:14])(=[O:11])[CH2:7][C:8]([O-:10])=O.[Cl:15][C:16]1[N:24]=[C:23]([Cl:25])[CH:22]=[CH:21][C:17]=1C(Cl)=O.Cl. Product: [Cl:25][C:23]1[C:22]([C:8](=[O:10])[CH2:7][C:6]([O:12][CH2:13][CH3:14])=[O:11])=[CH:21][CH:17]=[C:16]([Cl:15])[N:24]=1. The catalyst class is: 323. (2) Reactant: Cl[C:2]1[C:11]2[C:6](=[CH:7][N:8]=[C:9]([F:12])[CH:10]=2)[N:5]=[CH:4][C:3]=1[C:13]#[N:14].[CH:15]([C:18]1[CH:19]=[C:20]([CH:22]=[CH:23][CH:24]=1)[NH2:21])([CH3:17])[CH3:16].O. Product: [F:12][C:9]1[CH:10]=[C:11]2[C:6](=[CH:7][N:8]=1)[N:5]=[CH:4][C:3]([C:13]#[N:14])=[C:2]2[NH:21][C:20]1[CH:22]=[CH:23][CH:24]=[C:18]([CH:15]([CH3:17])[CH3:16])[CH:19]=1. The catalyst class is: 8. (3) Reactant: CS(O[CH2:6][C:7]1[CH:12]=[CH:11][C:10]([CH2:13][O:14][C:15]2[CH:20]=[CH:19][C:18]([Br:21])=[CH:17][CH:16]=2)=[CH:9][CH:8]=1)(=O)=O.[NH:22]1[CH:26]=[CH:25][CH:24]=[N:23]1.C(=O)([O-])[O-].[Cs+].[Cs+]. Product: [Br:21][C:18]1[CH:19]=[CH:20][C:15]([O:14][CH2:13][C:10]2[CH:11]=[CH:12][C:7]([CH2:6][N:22]3[CH:26]=[CH:25][CH:24]=[N:23]3)=[CH:8][CH:9]=2)=[CH:16][CH:17]=1. The catalyst class is: 18. (4) Reactant: [Cl-].O[NH3+:3].[C:4](=[O:7])([O-])[OH:5].[Na+].CS(C)=O.[OH:13][C:14]([C:17]1[CH:22]=[CH:21][C:20]([N:23]2[C:28](=[O:29])[C:27]([CH2:30][C:31]3[CH:36]=[CH:35][C:34]([C:37]4[C:38]([C:43]#[N:44])=[CH:39][CH:40]=[CH:41][CH:42]=4)=[CH:33][CH:32]=3)=[C:26]([CH2:45][CH2:46][CH3:47])[N:25]=[C:24]2[CH3:48])=[CH:19][CH:18]=1)([CH3:16])[CH3:15]. Product: [OH:13][C:14]([C:17]1[CH:22]=[CH:21][C:20]([N:23]2[C:28](=[O:29])[C:27]([CH2:30][C:31]3[CH:36]=[CH:35][C:34]([C:37]4[CH:42]=[CH:41][CH:40]=[CH:39][C:38]=4[C:43]4[NH:3][C:4](=[O:7])[O:5][N:44]=4)=[CH:33][CH:32]=3)=[C:26]([CH2:45][CH2:46][CH3:47])[N:25]=[C:24]2[CH3:48])=[CH:19][CH:18]=1)([CH3:15])[CH3:16]. The catalyst class is: 13. (5) Reactant: [CH3:1][C:2]1[CH:7]=[CH:6][CH:5]=[C:4]([CH3:8])[C:3]=1[O:9][C:10](=[O:26])[N:11]([CH2:19][C:20]1[CH:25]=[CH:24][CH:23]=[CH:22][CH:21]=1)[C:12]1[CH:17]=[CH:16][N:15]=[C:14](Cl)[N:13]=1.[CH3:27][N:28]([CH3:39])[CH2:29][CH2:30][O:31][C:32]1[CH:37]=[CH:36][C:35]([NH2:38])=[CH:34][CH:33]=1.FC(F)(F)C(O)=O. Product: [CH3:27][N:28]([CH3:39])[CH2:29][CH2:30][O:31][C:32]1[CH:37]=[CH:36][C:35]([NH:38][C:14]2[N:13]=[C:12]([N:11]([CH2:19][C:20]3[CH:21]=[CH:22][CH:23]=[CH:24][CH:25]=3)[C:10](=[O:26])[O:9][C:3]3[C:2]([CH3:1])=[CH:7][CH:6]=[CH:5][C:4]=3[CH3:8])[CH:17]=[CH:16][N:15]=2)=[CH:34][CH:33]=1. The catalyst class is: 32. (6) Reactant: [Li+].[OH-].[CH:3]1([CH:8]2[CH2:16][C:15]3[C:10](=[C:11]([CH3:37])[C:12]([CH3:36])=[C:13]([O:17][CH2:18][C:19]4[CH:20]=[C:21]([C:25]5[CH:30]=[CH:29][CH:28]=[C:27]([C:31]([O:33]CC)=[O:32])[CH:26]=5)[CH:22]=[CH:23][CH:24]=4)[CH:14]=3)[C:9]2=[O:38])[CH2:7][CH2:6][CH2:5][CH2:4]1.Cl. Product: [CH:3]1([CH:8]2[CH2:16][C:15]3[C:10](=[C:11]([CH3:37])[C:12]([CH3:36])=[C:13]([O:17][CH2:18][C:19]4[CH:20]=[C:21]([C:25]5[CH:30]=[CH:29][CH:28]=[C:27]([C:31]([OH:33])=[O:32])[CH:26]=5)[CH:22]=[CH:23][CH:24]=4)[CH:14]=3)[C:9]2=[O:38])[CH2:4][CH2:5][CH2:6][CH2:7]1. The catalyst class is: 1. (7) Reactant: [CH3:1][O:2][C:3]1[CH:4]=[C:5]([CH2:9][C:10](Cl)=[O:11])[CH:6]=[CH:7][CH:8]=1.[NH2:13][C:14](=[N:20]O)[C:15]([O:17][CH2:18][CH3:19])=[O:16].C(N(CC)C(C)C)(C)C.O. Product: [CH3:1][O:2][C:3]1[CH:4]=[C:5]([CH:6]=[CH:7][CH:8]=1)[CH2:9][C:10]1[O:11][N:20]=[C:14]([C:15]([O:17][CH2:18][CH3:19])=[O:16])[N:13]=1. The catalyst class is: 4.